Dataset: Reaction yield outcomes from USPTO patents with 853,638 reactions. Task: Predict the reaction yield, written as a fraction of the theoretical maximum amount of product (1.0 means a 100% yield; for example, 0.34 means a 34% yield). (1) The yield is 0.890. The catalyst is CN(C)C=O. The reactants are [CH3:1][O:2][CH:3]([O:6][CH3:7])[CH2:4][NH2:5].C(=O)([O-])[O-].[K+].[K+].[CH:14]1([CH2:19][CH2:20][CH2:21]I)[CH2:18][CH2:17][CH2:16][CH2:15]1. The product is [CH:14]1([CH2:19][CH2:20][CH2:21][NH:5][CH2:4][CH:3]([O:6][CH3:7])[O:2][CH3:1])[CH2:18][CH2:17][CH2:16][CH2:15]1. (2) The reactants are CCOC(/N=N/C(OCC)=O)=O.O[C:14]1[CH:22]=[CH:21][CH:20]=[CH:19][C:15]=1/[CH:16]=[N:17]/[OH:18].C1(P(C2C=CC=CC=2)C2C=CC=CC=2)C=CC=CC=1. The catalyst is O1CCCC1. The product is [O:18]1[C:14]2[CH:22]=[CH:21][CH:20]=[CH:19][C:15]=2[CH:16]=[N:17]1. The yield is 0.660. (3) The reactants are [CH3:1][C:2]([CH3:9])([CH3:8])[C:3](=O)[CH2:4][C:5]#[N:6].[N+:10]([C:13]1[CH:18]=[CH:17][C:16]([NH:19][NH2:20])=[CH:15][CH:14]=1)([O-:12])=[O:11].C(O)(=O)C. The catalyst is CCO. The product is [C:2]([C:3]1[CH:4]=[C:5]([NH2:6])[N:19]([C:16]2[CH:15]=[CH:14][C:13]([N+:10]([O-:12])=[O:11])=[CH:18][CH:17]=2)[N:20]=1)([CH3:9])([CH3:8])[CH3:1]. The yield is 0.850. (4) The reactants are [CH:1]1([CH2:4][O:5][C:6]2[CH:7]=[C:8]([CH:12]=[CH:13][C:14]=2[CH2:15][NH:16][S:17]([CH3:20])(=[O:19])=[O:18])[C:9]([OH:11])=[O:10])[CH2:3][CH2:2]1.C1N=CN(C(N2C=NC=C2)=O)C=1.[CH2:33](O)[CH:34]=[CH2:35]. The catalyst is C(#N)C. The product is [CH:1]1([CH2:4][O:5][C:6]2[CH:7]=[C:8]([CH:12]=[CH:13][C:14]=2[CH2:15][NH:16][S:17]([CH3:20])(=[O:19])=[O:18])[C:9]([O:11][CH2:35][CH:34]=[CH2:33])=[O:10])[CH2:3][CH2:2]1. The yield is 0.810.